This data is from Peptide-MHC class I binding affinity with 185,985 pairs from IEDB/IMGT. The task is: Regression. Given a peptide amino acid sequence and an MHC pseudo amino acid sequence, predict their binding affinity value. This is MHC class I binding data. The peptide sequence is LILGLVLAL. The MHC is HLA-A02:01 with pseudo-sequence HLA-A02:01. The binding affinity (normalized) is 0.439.